The task is: Predict the reaction yield, written as a fraction of the theoretical maximum amount of product (1.0 means a 100% yield; for example, 0.34 means a 34% yield).. This data is from Reaction yield outcomes from USPTO patents with 853,638 reactions. (1) The reactants are [Br:1][C:2]1[CH:7]=[CH:6][CH:5]=[CH:4][C:3]=1[C:8](=[O:10])[CH3:9].[Br:11]CC(C1C=C(Cl)C=CC=1Cl)=O. No catalyst specified. The product is [Br:11][CH2:9][C:8]([C:3]1[CH:4]=[CH:5][CH:6]=[CH:7][C:2]=1[Br:1])=[O:10]. The yield is 0.570. (2) The reactants are [F:1][C:2]1([F:18])[CH2:5][CH:4]([C:6]([CH:8]2[C:13](=[O:14])[O:12][C:11]([CH3:16])([CH3:15])[O:10][C:9]2=[O:17])=O)[CH2:3]1.C(O)(=O)C.[BH4-].[Na+]. The catalyst is C1COCC1. The product is [F:18][C:2]1([F:1])[CH2:5][CH:4]([CH2:6][CH:8]2[C:9](=[O:17])[O:10][C:11]([CH3:16])([CH3:15])[O:12][C:13]2=[O:14])[CH2:3]1. The yield is 0.580. (3) The reactants are [CH2:1]([O:3][C:4]([C:6]1[C:7](Cl)=[N:8][C:9]([Cl:13])=[CH:10][C:11]=1[CH3:12])=[O:5])[CH3:2].[CH3:15][NH:16][CH2:17][CH3:18].CCN(C(C)C)C(C)C.[OH-].[Na+]. The catalyst is CN1C(=O)CCC1.O.CCOC(C)=O. The product is [CH2:1]([O:3][C:4]([C:6]1[C:7]([N:16]([CH2:17][CH3:18])[CH3:15])=[N:8][C:9]([Cl:13])=[CH:10][C:11]=1[CH3:12])=[O:5])[CH3:2]. The yield is 0.440. (4) The reactants are Br[C:2]1[C:3]([CH3:14])=[N:4][N:5]2[C:10]=1[C:9]1[S:11][CH:12]=[CH:13][C:8]=1[N:7]=[CH:6]2.[C:15]([CH2:17][C:18]1[CH:23]=[CH:22][C:21](B(O)O)=[CH:20][CH:19]=1)#[N:16].C(=O)([O-])[O-].[Na+].[Na+].ClCCl. The catalyst is C1C=CC(P(C2C=CC=CC=2)[C-]2C=CC=C2)=CC=1.C1C=CC(P(C2C=CC=CC=2)[C-]2C=CC=C2)=CC=1.Cl[Pd]Cl.[Fe+2].O.CN(C=O)C. The product is [CH3:14][C:3]1[C:2]([C:21]2[CH:22]=[CH:23][C:18]([CH2:17][C:15]#[N:16])=[CH:19][CH:20]=2)=[C:10]2[N:5]([CH:6]=[N:7][C:8]3[CH:13]=[CH:12][S:11][C:9]=32)[N:4]=1. The yield is 0.640. (5) The reactants are [O:1]1[CH2:6][CH2:5][CH2:4][CH2:3][CH:2]1[N:7]1[C:15]2[C:10](=[CH:11][C:12]([CH2:16][CH2:17][C:18]([O:20]CC)=O)=[CH:13][CH:14]=2)[CH:9]=[N:8]1.O.[NH2:24][NH2:25]. The catalyst is C(O)C. The product is [O:1]1[CH2:6][CH2:5][CH2:4][CH2:3][CH:2]1[N:7]1[C:15]2[C:10](=[CH:11][C:12]([CH2:16][CH2:17][C:18]([NH:24][NH2:25])=[O:20])=[CH:13][CH:14]=2)[CH:9]=[N:8]1. The yield is 0.820. (6) The reactants are C[O:2][C:3](=[O:37])[C:4]([CH3:36])([C:6]1[CH:11]=[CH:10][C:9]([C:12]2[CH:17]=[CH:16][C:15]([N:18]3[C:22]([NH:23][C:24]([O:26][C@@H:27]([C:29]4[CH:34]=[CH:33][CH:32]=[CH:31][CH:30]=4)[CH3:28])=[O:25])=[C:21]([CH3:35])[N:20]=[N:19]3)=[CH:14][CH:13]=2)=[CH:8][CH:7]=1)[CH3:5].C1COCC1.CO.[OH-].[Na+]. The catalyst is O. The product is [CH3:5][C:4]([C:6]1[CH:7]=[CH:8][C:9]([C:12]2[CH:17]=[CH:16][C:15]([N:18]3[C:22]([NH:23][C:24]([O:26][C@@H:27]([C:29]4[CH:30]=[CH:31][CH:32]=[CH:33][CH:34]=4)[CH3:28])=[O:25])=[C:21]([CH3:35])[N:20]=[N:19]3)=[CH:14][CH:13]=2)=[CH:10][CH:11]=1)([CH3:36])[C:3]([OH:37])=[O:2]. The yield is 0.819.